This data is from Forward reaction prediction with 1.9M reactions from USPTO patents (1976-2016). The task is: Predict the product of the given reaction. (1) Given the reactants [F:1][C:2]1[C:8]([F:9])=[C:7]([F:10])[CH:6]=[CH:5][C:3]=1[NH2:4].[C:11]([OH:16])(=[O:15])[C:12]([CH3:14])=O.[H][H], predict the reaction product. The product is: [F:1][C:2]1[C:8]([F:9])=[C:7]([F:10])[CH:6]=[CH:5][C:3]=1[NH:4][CH:12]([CH3:14])[C:11]([OH:16])=[O:15]. (2) Given the reactants C(N(CC)CC)C.[NH2:8][C@@H:9]([CH2:18][OH:19])[CH2:10][C:11]1[CH:16]=[CH:15][C:14]([OH:17])=[CH:13][CH:12]=1.[C:20]([N:24]=[C:25]=[S:26])([CH3:23])([CH3:22])[CH3:21], predict the reaction product. The product is: [C:20]([NH:24][C:25]([NH:8][C@@H:9]([CH2:18][OH:19])[CH2:10][C:11]1[CH:16]=[CH:15][C:14]([OH:17])=[CH:13][CH:12]=1)=[S:26])([CH3:23])([CH3:22])[CH3:21]. (3) Given the reactants [OH-].[K+].C(OC([N:8]1[CH2:13][CH2:12][CH:11]([C:14]2[C:22]3[C:17](=[CH:18][CH:19]=[CH:20][CH:21]=3)[N:16]([CH2:23][CH:24]3[CH2:26][CH2:25]3)[CH:15]=2)[CH2:10][CH2:9]1)=O)C, predict the reaction product. The product is: [CH:24]1([CH2:23][N:16]2[C:17]3[C:22](=[CH:21][CH:20]=[CH:19][CH:18]=3)[C:14]([CH:11]3[CH2:12][CH2:13][NH:8][CH2:9][CH2:10]3)=[CH:15]2)[CH2:25][CH2:26]1. (4) Given the reactants [C:1]1([CH:7]([NH:9][CH:10]2[CH2:15][CH2:14][N:13]([C:16]([O:18][C:19]([CH3:22])([CH3:21])[CH3:20])=[O:17])[CH2:12][CH:11]2[C:23](OCC)=[O:24])[CH3:8])[CH:6]=[CH:5][CH:4]=[CH:3][CH:2]=1.[H-].[Al+3].[Li+].[H-].[H-].[H-], predict the reaction product. The product is: [OH:24][CH2:23][CH:11]1[CH:10]([NH:9][CH:7]([C:1]2[CH:2]=[CH:3][CH:4]=[CH:5][CH:6]=2)[CH3:8])[CH2:15][CH2:14][N:13]([C:16]([O:18][C:19]([CH3:20])([CH3:22])[CH3:21])=[O:17])[CH2:12]1. (5) The product is: [CH:1]1([NH:4][C:5]2[N:6]=[CH:7][N:8]=[C:9]([C:11]3[C:12]([NH:17][C:18]4[CH:23]=[C:22]([NH2:24])[CH:21]=[CH:20][C:19]=4[CH3:27])=[N:13][CH:14]=[CH:15][CH:16]=3)[CH:10]=2)[CH2:2][CH2:3]1. Given the reactants [CH:1]1([NH:4][C:5]2[CH:10]=[C:9]([C:11]3[C:12]([NH:17][C:18]4[CH:23]=[C:22]([N+:24]([O-])=O)[CH:21]=[CH:20][C:19]=4[CH3:27])=[N:13][CH:14]=[CH:15][CH:16]=3)[N:8]=[CH:7][N:6]=2)[CH2:3][CH2:2]1.[Sn](Cl)(Cl)(Cl)Cl, predict the reaction product. (6) Given the reactants [O:1]=[C:2]1[N:6](/[CH:7]=[CH:8]/[C:9]([O:11][CH3:12])=[O:10])[N:5]=[N:4][NH:3]1.I[CH:14]1[CH2:19][CH2:18][O:17][CH2:16][CH2:15]1.CCN(C(C)C)C(C)C, predict the reaction product. The product is: [O:1]=[C:2]1[N:6](/[CH:7]=[CH:8]/[C:9]([O:11][CH3:12])=[O:10])[N:5]=[N:4][N:3]1[CH:14]1[CH2:19][CH2:18][O:17][CH2:16][CH2:15]1. (7) The product is: [CH2:1]([O:3][C:4]([N:6]1[CH2:11][CH2:10][N:9]([C:12](=[O:29])[C:13]2[CH:18]=[C:17]([OH:19])[CH:16]=[C:15]([O:20][C:21]3[CH:26]=[CH:25][C:24]([CH2:27][NH2:28])=[CH:23][CH:22]=3)[CH:14]=2)[CH2:8][CH2:7]1)=[O:5])[CH3:2]. Given the reactants [CH2:1]([O:3][C:4]([N:6]1[CH2:11][CH2:10][N:9]([C:12](=[O:29])[C:13]2[CH:18]=[C:17]([OH:19])[CH:16]=[C:15]([O:20][C:21]3[CH:26]=[CH:25][C:24]([C:27]#[N:28])=[CH:23][CH:22]=3)[CH:14]=2)[CH2:8][CH2:7]1)=[O:5])[CH3:2], predict the reaction product.